Dataset: Forward reaction prediction with 1.9M reactions from USPTO patents (1976-2016). Task: Predict the product of the given reaction. (1) Given the reactants [CH:1]1([C:4]2[NH:8][C:7]3[C:9]([C:14]([OH:16])=O)=[CH:10][CH:11]=[C:12]([OH:13])[C:6]=3[N:5]=2)[CH2:3][CH2:2]1.[NH2:17][CH:18]1[CH2:23][CH2:22][N:21](C(OC(C)(C)C)=O)[CH2:20][CH2:19]1, predict the reaction product. The product is: [CH:1]1([C:4]2[NH:8][C:7]3[C:9]([C:14]([NH:17][CH:18]4[CH2:23][CH2:22][NH:21][CH2:20][CH2:19]4)=[O:16])=[CH:10][CH:11]=[C:12]([OH:13])[C:6]=3[N:5]=2)[CH2:2][CH2:3]1. (2) The product is: [F:49][C:48]([F:51])([F:50])[S:45]([O:18][C:15]1[CH:14]=[CH:13][C:12]([C@@H:11]2[C@@H:10]([CH2:19][CH2:20][C@@H:21]([C:23]3[CH:24]=[CH:25][C:26]([F:29])=[CH:27][CH:28]=3)[OH:22])[C:9](=[O:30])[N:8]2[C:5]2[CH:4]=[CH:3][C:2]([F:1])=[CH:7][CH:6]=2)=[CH:17][CH:16]=1)(=[O:47])=[O:46]. Given the reactants [F:1][C:2]1[CH:7]=[CH:6][C:5]([N:8]2[C@H:11]([C:12]3[CH:17]=[CH:16][C:15]([OH:18])=[CH:14][CH:13]=3)[C@@H:10]([CH2:19][CH2:20][C@@H:21]([C:23]3[CH:28]=[CH:27][C:26]([F:29])=[CH:25][CH:24]=3)[OH:22])[C:9]2=[O:30])=[CH:4][CH:3]=1.C(N(CC)CC)C.C1C=CC(N([S:45]([C:48]([F:51])([F:50])[F:49])(=[O:47])=[O:46])[S:45]([C:48]([F:51])([F:50])[F:49])(=[O:47])=[O:46])=CC=1.O, predict the reaction product. (3) Given the reactants [CH3:1][O:2][C:3]([C:5]1[CH:6]=[C:7]([Cl:24])[CH:8]=[C:9]2[C:14]=1[NH:13][CH:12]([C:15]1[CH:20]=[CH:19][CH:18]=[C:17](Br)[CH:16]=1)[C:11]([CH3:23])([CH3:22])[CH2:10]2)=[O:4].[NH2:25][C:26]([CH3:31])([CH3:30])[C:27]([OH:29])=[O:28].Cl.CN(C)CC(O)=O.C(=O)([O-])[O-].[K+].[K+], predict the reaction product. The product is: [CH3:1][O:2][C:3]([C:5]1[CH:6]=[C:7]([Cl:24])[CH:8]=[C:9]2[C:14]=1[NH:13][CH:12]([C:15]1[CH:20]=[CH:19][CH:18]=[C:17]([NH:25][C:26]([C:27]([OH:29])=[O:28])([CH3:31])[CH3:30])[CH:16]=1)[C:11]([CH3:23])([CH3:22])[CH2:10]2)=[O:4]. (4) Given the reactants [C:1]1([CH3:32])[CH:6]=[CH:5][C:4]([C:7]2[C:8]([C:27]([O:29]CC)=[O:28])=[C:9]([NH:12][C:13](=[O:26])[C:14]3[CH:19]=[C:18]([O:20][CH3:21])[C:17]([O:22][CH3:23])=[C:16]([O:24][CH3:25])[CH:15]=3)[S:10][CH:11]=2)=[CH:3][CH:2]=1.[Li+].[OH-].OO.[OH-].[Na+], predict the reaction product. The product is: [C:1]1([CH3:32])[CH:6]=[CH:5][C:4]([C:7]2[C:8]([C:27]([OH:29])=[O:28])=[C:9]([NH:12][C:13](=[O:26])[C:14]3[CH:19]=[C:18]([O:20][CH3:21])[C:17]([O:22][CH3:23])=[C:16]([O:24][CH3:25])[CH:15]=3)[S:10][CH:11]=2)=[CH:3][CH:2]=1. (5) Given the reactants [Br:1][CH2:2][C:3]1[O:7][C:6]([C@@:8]([CH:16]2[CH2:21][CH2:20][CH2:19][CH2:18][CH2:17]2)([C:10]2[CH:15]=[CH:14][CH:13]=[CH:12][CH:11]=2)[OH:9])=[N:5][N:4]=1.[F:22][C:23]1[CH:37]=[CH:36][C:26]([O:27][C@@H:28]2[CH:33]3[CH2:34][CH2:35][N:30]([CH2:31][CH2:32]3)[CH2:29]2)=[CH:25][CH:24]=1, predict the reaction product. The product is: [Br-:1].[CH:16]1([C@@:8]([OH:9])([C:10]2[CH:15]=[CH:14][CH:13]=[CH:12][CH:11]=2)[C:6]2[O:7][C:3]([CH2:2][N+:30]34[CH2:31][CH2:32][CH:33]([CH2:34][CH2:35]3)[C@@H:28]([O:27][C:26]3[CH:36]=[CH:37][C:23]([F:22])=[CH:24][CH:25]=3)[CH2:29]4)=[N:4][N:5]=2)[CH2:21][CH2:20][CH2:19][CH2:18][CH2:17]1. (6) Given the reactants [C:1]([O:5][C:6]([NH:8][C@H:9]([CH2:13][C:14]([O:16][CH3:17])=[O:15])[C:10]([OH:12])=O)=[O:7])([CH3:4])([CH3:3])[CH3:2].[CH2:18]([O:20][C:21](=[O:31])[CH2:22][NH:23][CH2:24][C:25]1[CH:30]=[CH:29][CH:28]=[CH:27][CH:26]=1)[CH3:19].Cl.CN(C)CCCN=C=NCC.N1C=CC=CC=1, predict the reaction product. The product is: [CH2:24]([N:23]([CH2:22][C:21]([O:20][CH2:18][CH3:19])=[O:31])[C:10](=[O:12])[C@H:9]([NH:8][C:6]([O:5][C:1]([CH3:2])([CH3:3])[CH3:4])=[O:7])[CH2:13][C:14]([O:16][CH3:17])=[O:15])[C:25]1[CH:30]=[CH:29][CH:28]=[CH:27][CH:26]=1. (7) Given the reactants FC(F)(F)C([O-])=O.[C:8]([C:11]1[C:12]([NH:25][C:26]2[CH:31]=[CH:30][C:29]([F:32])=[CH:28][CH:27]=2)=[N:13][N:14]([C:16]2([CH2:22][C:23]#[N:24])[CH2:21][CH2:20][NH2+:19][CH2:18][CH2:17]2)[CH:15]=1)(=[O:10])[NH2:9].CCN(C(C)C)C(C)C.Br[C:43]1[CH:48]=[CH:47][N:46]=[CH:45][N:44]=1, predict the reaction product. The product is: [C:23]([CH2:22][C:16]1([N:14]2[CH:15]=[C:11]([C:8]([NH2:9])=[O:10])[C:12]([NH:25][C:26]3[CH:27]=[CH:28][C:29]([F:32])=[CH:30][CH:31]=3)=[N:13]2)[CH2:21][CH2:20][N:19]([C:43]2[CH:48]=[CH:47][N:46]=[CH:45][N:44]=2)[CH2:18][CH2:17]1)#[N:24]. (8) Given the reactants [C:1]([C:4]1[CH:9]=[CH:8][C:7]([N+:10]([O-:12])=[O:11])=[CH:6][C:5]=1[CH2:13][C:14]([NH2:16])=[O:15])(O)=[O:2], predict the reaction product. The product is: [N+:10]([C:7]1[CH:6]=[C:5]2[C:4](=[CH:9][CH:8]=1)[C:1](=[O:2])[NH:16][C:14](=[O:15])[CH2:13]2)([O-:12])=[O:11]. (9) Given the reactants C(OC([N:8]1[CH2:13][CH2:12][N:11]([C:14]2[CH:15]=[N:16][C:17]([NH:20][C:21]3[N:26]=[C:25]([NH:27][CH:28]4[CH2:32][CH2:31][CH2:30][CH2:29]4)[C:24]([C:33]#[N:34])=[CH:23][N:22]=3)=[CH:18][CH:19]=2)[CH2:10][CH2:9]1)=O)(C)(C)C.Cl, predict the reaction product. The product is: [CH:28]1([NH:27][C:25]2[C:24]([C:33]#[N:34])=[CH:23][N:22]=[C:21]([NH:20][C:17]3[CH:18]=[CH:19][C:14]([N:11]4[CH2:12][CH2:13][NH:8][CH2:9][CH2:10]4)=[CH:15][N:16]=3)[N:26]=2)[CH2:32][CH2:31][CH2:30][CH2:29]1. (10) Given the reactants [F:1][C:2]1[CH:7]=[CH:6][C:5]([C:8]2[CH:9]=[C:10]([C:15]([O:17][CH3:18])=[O:16])[C:11](=[O:14])[NH:12][N:13]=2)=[CH:4][C:3]=1[CH3:19].CS(O[CH2:25][CH2:26][C:27]1[CH:32]=[CH:31][CH:30]=[CH:29][C:28]=1[Cl:33])(=O)=O, predict the reaction product. The product is: [Cl:33][C:28]1[CH:29]=[CH:30][CH:31]=[CH:32][C:27]=1[CH2:26][CH2:25][N:12]1[C:11](=[O:14])[C:10]([C:15]([O:17][CH3:18])=[O:16])=[CH:9][C:8]([C:5]2[CH:6]=[CH:7][C:2]([F:1])=[C:3]([CH3:19])[CH:4]=2)=[N:13]1.